This data is from NCI-60 drug combinations with 297,098 pairs across 59 cell lines. The task is: Regression. Given two drug SMILES strings and cell line genomic features, predict the synergy score measuring deviation from expected non-interaction effect. (1) Drug 1: CS(=O)(=O)CCNCC1=CC=C(O1)C2=CC3=C(C=C2)N=CN=C3NC4=CC(=C(C=C4)OCC5=CC(=CC=C5)F)Cl. Drug 2: CC12CCC3C(C1CCC2O)C(CC4=C3C=CC(=C4)O)CCCCCCCCCS(=O)CCCC(C(F)(F)F)(F)F. Cell line: OVCAR3. Synergy scores: CSS=11.8, Synergy_ZIP=-4.35, Synergy_Bliss=2.15, Synergy_Loewe=-3.39, Synergy_HSA=0.248. (2) Drug 1: C(CC(=O)O)C(=O)CN.Cl. Drug 2: N.N.Cl[Pt+2]Cl. Cell line: CAKI-1. Synergy scores: CSS=21.2, Synergy_ZIP=-11.4, Synergy_Bliss=-3.48, Synergy_Loewe=-3.32, Synergy_HSA=-0.0312. (3) Drug 1: C1C(C(OC1N2C=NC3=C(N=C(N=C32)Cl)N)CO)O. Drug 2: CC1=C(C(=CC=C1)Cl)NC(=O)C2=CN=C(S2)NC3=CC(=NC(=N3)C)N4CCN(CC4)CCO. Cell line: NCIH23. Synergy scores: CSS=30.4, Synergy_ZIP=-2.39, Synergy_Bliss=0.691, Synergy_Loewe=-8.59, Synergy_HSA=0.690.